This data is from Cav3 T-type calcium channel HTS with 100,875 compounds. The task is: Binary Classification. Given a drug SMILES string, predict its activity (active/inactive) in a high-throughput screening assay against a specified biological target. (1) The drug is S(CC(=O)C(C)(C)C)c1[nH]c(=O)ccn1. The result is 0 (inactive). (2) The drug is S1(=O)(=O)N(C2CCCC2)C(c2c1ccc(c2)C(F)(F)F)CC(OC)=O. The result is 0 (inactive).